From a dataset of Reaction yield outcomes from USPTO patents with 853,638 reactions. Predict the reaction yield, written as a fraction of the theoretical maximum amount of product (1.0 means a 100% yield; for example, 0.34 means a 34% yield). (1) The reactants are [CH2:1]([O:8][C:9]1[CH:21]=[C:20]2[C:12]([C:13]3[CH:14]=[CH:15][C:16]([NH:22]C(=O)OC(C)(C)C)=[CH:17][C:18]=3[NH:19]2)=[CH:11][CH:10]=1)[C:2]1[CH:7]=[CH:6][CH:5]=[CH:4][CH:3]=1.Cl. The catalyst is O1CCOCC1. The product is [CH2:1]([O:8][C:9]1[CH:21]=[C:20]2[C:12]([C:13]3[CH:14]=[CH:15][C:16]([NH2:22])=[CH:17][C:18]=3[NH:19]2)=[CH:11][CH:10]=1)[C:2]1[CH:3]=[CH:4][CH:5]=[CH:6][CH:7]=1. The yield is 1.00. (2) The reactants are [C:1]([O:5][C:6]([N:8]1[C@H:14]2[CH2:15][CH2:16][C@@H:9]1[CH2:10][N:11]([C:18]1[CH:19]=[N:20][C:21]([NH2:24])=[CH:22][CH:23]=1)[C:12](=[O:17])[CH2:13]2)=[O:7])([CH3:4])([CH3:3])[CH3:2].Cl[C:26]1[N:27]=[CH:28][C:29]2[CH:34]=[C:33]([C:35]([N:37]([CH3:39])[CH3:38])=[O:36])[N:32]([CH:40]3[CH2:44][CH2:43][CH2:42][CH2:41]3)[C:30]=2[N:31]=1. No catalyst specified. The product is [CH:40]1([N:32]2[C:30]3[N:31]=[C:26]([NH:24][C:21]4[N:20]=[CH:19][C:18]([N:11]5[C:12](=[O:17])[CH2:13][C@H:14]6[N:8]([C:6]([O:5][C:1]([CH3:4])([CH3:2])[CH3:3])=[O:7])[C@H:9]([CH2:16][CH2:15]6)[CH2:10]5)=[CH:23][CH:22]=4)[N:27]=[CH:28][C:29]=3[CH:34]=[C:33]2[C:35](=[O:36])[N:37]([CH3:38])[CH3:39])[CH2:41][CH2:42][CH2:43][CH2:44]1. The yield is 0.880. (3) The product is [CH3:1][O:2][C:3]1[C:4]([CH3:33])=[C:5]([C:24]([O:31][CH3:32])=[C:25]([O:29][CH3:30])[C:26]=1[O:27][CH3:28])[CH2:6][C:7]1[CH:8]=[CH:9][C:10]([OH:16])=[C:11]([CH:15]=1)[C:12]([OH:14])=[O:13]. The catalyst is C(O)C.[Pd]. The reactants are [CH3:1][O:2][C:3]1[C:4]([CH3:33])=[C:5]([C:24]([O:31][CH3:32])=[C:25]([O:29][CH3:30])[C:26]=1[O:27][CH3:28])[CH2:6][C:7]1[CH:8]=[CH:9][C:10]([O:16]CC2C=CC=CC=2)=[C:11]([CH:15]=1)[C:12]([OH:14])=[O:13].[H][H]. The yield is 0.790. (4) The reactants are [Br:1][CH2:2][CH2:3][CH2:4][CH2:5][CH2:6][CH2:7][CH:8]=[CH2:9].[CH:10]([O:12][C:13]1[CH:18]=[CH:17][C:16]([O:19]C)=[CH:15][CH:14]=1)=C. No catalyst specified. The product is [Br:1][CH2:2][CH2:3][CH2:4][CH2:5][CH2:6][CH2:7]/[CH:8]=[CH:9]\[O:19][C:16]1[CH:17]=[CH:18][C:13]([O:12][CH3:10])=[CH:14][CH:15]=1. The yield is 0.690.